From a dataset of Forward reaction prediction with 1.9M reactions from USPTO patents (1976-2016). Predict the product of the given reaction. (1) Given the reactants [CH:1]([C:4]1[C:13]2[CH:12]=[C:11]([NH:14][C:15]3[CH:25]=[CH:24][C:18]([C:19]([O:21][CH2:22][CH3:23])=[O:20])=[CH:17][CH:16]=3)[C:10]([O:26][CH2:27][CH2:28][CH3:29])=[CH:9][C:8]=2[C:7]([CH3:31])([CH3:30])[CH2:6][CH:5]=1)([CH3:3])[CH3:2].[CH:32](=O)[CH3:33], predict the reaction product. The product is: [CH2:32]([N:14]([C:11]1[C:10]([O:26][CH2:27][CH2:28][CH3:29])=[CH:9][C:8]2[C:7]([CH3:31])([CH3:30])[CH2:6][CH:5]=[C:4]([CH:1]([CH3:3])[CH3:2])[C:13]=2[CH:12]=1)[C:15]1[CH:16]=[CH:17][C:18]([C:19]([O:21][CH2:22][CH3:23])=[O:20])=[CH:24][CH:25]=1)[CH3:33]. (2) Given the reactants C(O)(C(F)(F)F)=O.C(OC(C(F)(F)F)=O)(C(F)(F)F)=O.[C:21]([CH2:24][CH2:25][CH2:26][CH2:27][N:28]1[C:36]2[C:31](=[CH:32][CH:33]=[C:34]([C:37]([OH:39])=[O:38])[CH:35]=2)[C:30]([CH:40]2[CH2:45][CH2:44][CH2:43][CH2:42][CH2:41]2)=[CH:29]1)(O)=[O:22], predict the reaction product. The product is: [CH:40]1([C:30]2[C:31]3[C:36](=[CH:35][C:34]([C:37]([OH:39])=[O:38])=[CH:33][CH:32]=3)[N:28]3[CH2:27][CH2:26][CH2:25][CH2:24][C:21](=[O:22])[C:29]=23)[CH2:45][CH2:44][CH2:43][CH2:42][CH2:41]1. (3) The product is: [F:28][C:3]1[C:2]([CH3:29])=[CH:26][CH:25]=[C:24]([F:27])[C:4]=1[CH2:5][O:6][C:7]([N:9]1[CH2:14][CH2:13][N:12]([C:15]([O:17][C:18]([CH3:21])([CH3:20])[CH3:19])=[O:16])[CH2:11][C@H:10]1[CH2:22][CH3:23])=[O:8]. Given the reactants Br[C:2]1[C:3]([F:28])=[C:4]([C:24]([F:27])=[CH:25][CH:26]=1)[CH2:5][O:6][C:7]([N:9]1[CH2:14][CH2:13][N:12]([C:15]([O:17][C:18]([CH3:21])([CH3:20])[CH3:19])=[O:16])[CH2:11][C@H:10]1[CH2:22][CH3:23])=[O:8].[CH3:29]B1OB(C)OB(C)O1.C(=O)([O-])[O-].[K+].[K+], predict the reaction product. (4) Given the reactants [NH2:1][C:2]1[N:3]=[CH:4][C:5]2[CH2:11][N:10]([C:12]3[C:13](=[O:19])[NH:14][CH:15]=[CH:16][C:17]=3[CH3:18])[CH2:9][CH2:8][C:6]=2[N:7]=1.[C:20]([C:24]1[CH:29]=[CH:28][C:27](I)=[CH:26][CH:25]=1)([CH3:23])([CH3:22])[CH3:21].CNCCNC.[O-]P([O-])([O-])=O.[K+].[K+].[K+], predict the reaction product. The product is: [NH2:1][C:2]1[N:3]=[CH:4][C:5]2[CH2:11][N:10]([C:12]3[C:13](=[O:19])[N:14]([C:27]4[CH:28]=[CH:29][C:24]([C:20]([CH3:23])([CH3:22])[CH3:21])=[CH:25][CH:26]=4)[CH:15]=[CH:16][C:17]=3[CH3:18])[CH2:9][CH2:8][C:6]=2[N:7]=1. (5) Given the reactants [CH3:1][N:2]1[C:6]2=[CH:7][N:8]=[CH:9][C:10]([C:11]3[CH:16]=[CH:15][C:14]([NH2:17])=[CH:13][CH:12]=3)=[C:5]2[CH:4]=[N:3]1.[F:18][C:19]1[CH:24]=[CH:23][C:22]([CH3:25])=[CH:21][C:20]=1[N:26]=[C:27]=[O:28], predict the reaction product. The product is: [F:18][C:19]1[CH:24]=[CH:23][C:22]([CH3:25])=[CH:21][C:20]=1[NH:26][C:27]([NH:17][C:14]1[CH:15]=[CH:16][C:11]([C:10]2[CH:9]=[N:8][CH:7]=[C:6]3[N:2]([CH3:1])[N:3]=[CH:4][C:5]=23)=[CH:12][CH:13]=1)=[O:28].